Dataset: Full USPTO retrosynthesis dataset with 1.9M reactions from patents (1976-2016). Task: Predict the reactants needed to synthesize the given product. (1) Given the product [Cl:11][C:2]([CH3:3])([CH3:1])[C:4]#[C:5][Si:6]([CH3:9])([CH3:8])[CH3:7], predict the reactants needed to synthesize it. The reactants are: [CH3:1][C:2](O)([C:4]#[C:5][Si:6]([CH3:9])([CH3:8])[CH3:7])[CH3:3].[ClH:11]. (2) Given the product [C:21]([C:20]1[CH:23]=[C:16]([C:14]2[S:15][C:11]([C:4]3[C:3]([CH2:1][CH3:2])=[C:8]([CH2:9][N:28]4[CH2:35][CH2:34][CH2:33][C@H:29]4[C:30]([OH:32])=[O:31])[CH:7]=[CH:6][CH:5]=3)=[CH:12][N:13]=2)[CH:17]=[CH:18][C:19]=1[O:24][CH:25]([CH3:27])[CH3:26])#[N:22], predict the reactants needed to synthesize it. The reactants are: [CH2:1]([C:3]1[C:8]([CH:9]=O)=[CH:7][CH:6]=[CH:5][C:4]=1[C:11]1[S:15][C:14]([C:16]2[CH:17]=[CH:18][C:19]([O:24][CH:25]([CH3:27])[CH3:26])=[C:20]([CH:23]=2)[C:21]#[N:22])=[N:13][CH:12]=1)[CH3:2].[NH:28]1[CH2:35][CH2:34][CH2:33][C@H:29]1[C:30]([OH:32])=[O:31].C([BH3-])#N.[Na+].